Dataset: Peptide-MHC class II binding affinity with 134,281 pairs from IEDB. Task: Regression. Given a peptide amino acid sequence and an MHC pseudo amino acid sequence, predict their binding affinity value. This is MHC class II binding data. (1) The peptide sequence is TIPQSLDSWWTSLNF. The MHC is DRB1_0801 with pseudo-sequence DRB1_0801. The binding affinity (normalized) is 0. (2) The peptide sequence is ESYKFIPALEAAVKQAYAAT. The MHC is DRB3_0101 with pseudo-sequence DRB3_0101. The binding affinity (normalized) is 0.202. (3) The peptide sequence is KSIIIPFIAYFVLMH. The MHC is DRB1_0802 with pseudo-sequence DRB1_0802. The binding affinity (normalized) is 0.607. (4) The peptide sequence is ETALKKAITAMSEAQKAAKP. The MHC is DRB1_0405 with pseudo-sequence DRB1_0405. The binding affinity (normalized) is 0.374. (5) The peptide sequence is GRGGWCYYAAAQKEV. The MHC is DRB1_0701 with pseudo-sequence DRB1_0701. The binding affinity (normalized) is 0.710. (6) The binding affinity (normalized) is 0.0543. The MHC is HLA-DPA10301-DPB10402 with pseudo-sequence HLA-DPA10301-DPB10402. The peptide sequence is AGDGDVVAVDIKEKG. (7) The peptide sequence is GELQIVCKIDAAFKI. The MHC is DRB1_0401 with pseudo-sequence DRB1_0401. The binding affinity (normalized) is 0.759. (8) The peptide sequence is VAAFTEALRIIAGVL. The MHC is DRB1_0901 with pseudo-sequence DRB1_0901. The binding affinity (normalized) is 0.573. (9) The peptide sequence is EAFVVEFDLPGIK. The MHC is DRB1_0401 with pseudo-sequence DRB1_0401. The binding affinity (normalized) is 0.